This data is from Catalyst prediction with 721,799 reactions and 888 catalyst types from USPTO. The task is: Predict which catalyst facilitates the given reaction. (1) Reactant: C[O:2][C:3](=[O:22])/[CH:4]=[CH:5]\[C:6]1[CH:17]=[CH:16][CH:15]=[C:14]([C:18]([F:21])([F:20])[F:19])[C:7]=1[C:8]([O:10][CH:11]([CH3:13])[CH3:12])=[O:9].O.[OH-].[Li+].C([O-])([O-])=O.[Na+].[Na+]. Product: [CH:11]([O:10][C:8]([C:7]1[C:14]([C:18]([F:19])([F:21])[F:20])=[CH:15][CH:16]=[CH:17][C:6]=1/[CH:5]=[CH:4]\[C:3]([OH:22])=[O:2])=[O:9])([CH3:13])[CH3:12]. The catalyst class is: 554. (2) The catalyst class is: 21. Reactant: [CH3:1][C:2]1[O:3][N:4]=[C:5]2[CH2:10][CH2:9][NH:8][CH2:7][C:6]=12.Br[CH2:12][CH2:13][CH2:14][Cl:15].C(=O)([O-])[O-].[Cs+].[Cs+]. Product: [Cl:15][CH2:14][CH2:13][CH2:12][N:8]1[CH2:9][CH2:10][C:5]2=[N:4][O:3][C:2]([CH3:1])=[C:6]2[CH2:7]1. (3) The catalyst class is: 8. Reactant: [NH2:1][C:2]1[CH:3]=[C:4]([NH:8][C:9]2[C:18]3[C:13](=[CH:14][CH:15]=[CH:16][CH:17]=3)[CH:12]=[CH:11][N:10]=2)[CH:5]=[CH:6][CH:7]=1.I.[C:20](=[NH:29])(SC)[C:21]1[CH:26]=[CH:25][CH:24]=[CH:23][CH:22]=1.ClCCl.C(=O)([O-])[O-].[K+].[K+]. Product: [C:9]1([NH:8][C:4]2[CH:3]=[C:2]([NH:1][C:20](=[NH:29])[C:21]3[CH:26]=[CH:25][CH:24]=[CH:23][CH:22]=3)[CH:7]=[CH:6][CH:5]=2)[C:18]2[C:13](=[CH:14][CH:15]=[CH:16][CH:17]=2)[CH:12]=[CH:11][N:10]=1. (4) Reactant: [CH3:1][C:2]1[CH:10]=[CH:9][CH:8]=[CH:7][C:3]=1[C:4](O)=[O:5].CN(C=O)C.C(Cl)(=O)C([Cl:19])=O. Product: [CH3:1][C:2]1[CH:10]=[CH:9][CH:8]=[CH:7][C:3]=1[C:4]([Cl:19])=[O:5]. The catalyst class is: 2. (5) Reactant: C1CN([P+](ON2N=NC3C=CC=CC2=3)(N2CCCC2)N2CCCC2)CC1.F[P-](F)(F)(F)(F)F.C(N(CC)C(C)C)(C)C.[Cl:43][C:44]1[CH:45]=[CH:46][C:47]2[N:53]3[C:54]([CH:57]([CH3:59])[CH3:58])=[N:55][N:56]=[C:52]3[CH:51]([CH2:60][C:61](O)=[O:62])[O:50][CH:49]([C:64]3[CH:69]=[CH:68][CH:67]=[C:66]([O:70][CH3:71])[C:65]=3[O:72][CH3:73])[C:48]=2[CH:74]=1.[NH:75]1[CH2:82][CH2:81][CH2:80][C@H:76]1[C:77]([NH2:79])=[O:78]. Product: [Cl:43][C:44]1[CH:45]=[CH:46][C:47]2[N:53]3[C:54]([CH:57]([CH3:59])[CH3:58])=[N:55][N:56]=[C:52]3[CH:51]([CH2:60][C:61]([N:75]3[CH2:82][CH2:81][CH2:80][C@H:76]3[C:77]([NH2:79])=[O:78])=[O:62])[O:50][CH:49]([C:64]3[CH:69]=[CH:68][CH:67]=[C:66]([O:70][CH3:71])[C:65]=3[O:72][CH3:73])[C:48]=2[CH:74]=1. The catalyst class is: 7. (6) Reactant: [C:1]([NH:4][C:5]1[S:6][CH:7]=[CH:8][N:9]=1)(=[O:3])[CH3:2].[B-](F)(F)(F)[F:11].[B-](F)(F)(F)F.C1[N+]2(CCl)CC[N+](F)(CC2)C1. Product: [C:1]([NH:4][C:5]1[S:6][C:7]([F:11])=[CH:8][N:9]=1)(=[O:3])[CH3:2]. The catalyst class is: 23.